Dataset: Forward reaction prediction with 1.9M reactions from USPTO patents (1976-2016). Task: Predict the product of the given reaction. (1) Given the reactants [F:1][C:2]1[CH:3]=[C:4]2[C:8](=[CH:9][CH:10]=1)[C:7](=[O:11])[NH:6][C:5]2=[O:12].[C:13](O[C:13]([O:15][C:16]([CH3:19])([CH3:18])[CH3:17])=[O:14])([O:15][C:16]([CH3:19])([CH3:18])[CH3:17])=[O:14], predict the reaction product. The product is: [C:16]([O:15][C:13]([N:6]1[C:5](=[O:12])[C:4]2[C:8](=[CH:9][CH:10]=[C:2]([F:1])[CH:3]=2)[C:7]1=[O:11])=[O:14])([CH3:19])([CH3:18])[CH3:17]. (2) Given the reactants [Cl:1][C:2]1[CH:9]=[CH:8][CH:7]=[C:6]([O:10][C:11]2[CH:12]=[C:13]([CH3:17])[CH:14]=[CH:15][CH:16]=2)[C:3]=1[C:4]#[N:5].[Cl:18][S:19](O)(=[O:21])=[O:20], predict the reaction product. The product is: [Cl:1][C:2]1[C:3]([C:4]#[N:5])=[C:6]([CH:7]=[CH:8][CH:9]=1)[O:10][C:11]1[CH:16]=[CH:15][C:14]([S:19]([Cl:18])(=[O:21])=[O:20])=[C:13]([CH3:17])[CH:12]=1. (3) Given the reactants [F:1][C:2]1[CH:11]=[C:10]([C:12]2[N:17]=[C:16]3[N:18]([CH2:21][C:22]4[CH:23]=[C:24]5[C:29](=[CH:30][CH:31]=4)[N:28]=[CH:27][CH:26]=[CH:25]5)[CH:19]=[N:20][C:15]3=[CH:14][CH:13]=2)[CH:9]=[C:8]([F:32])[C:3]=1[C:4]([O:6]C)=[O:5].[OH-].[Li+].C1COCC1.Cl, predict the reaction product. The product is: [F:1][C:2]1[CH:11]=[C:10]([C:12]2[N:17]=[C:16]3[N:18]([CH2:21][C:22]4[CH:23]=[C:24]5[C:29](=[CH:30][CH:31]=4)[N:28]=[CH:27][CH:26]=[CH:25]5)[CH:19]=[N:20][C:15]3=[CH:14][CH:13]=2)[CH:9]=[C:8]([F:32])[C:3]=1[C:4]([OH:6])=[O:5]. (4) Given the reactants [C:1](=[O:16])([O:4][C:5]1[CH:10]=[CH:9][CH:8]=[CH:7][C:6]=1[O:11][C:12]([F:15])([F:14])[F:13])[O:2][CH3:3].[N+:17]([O-:20])([O-:19])=[O:18].[K+], predict the reaction product. The product is: [C:1](=[O:16])([O:4][C:5]1[CH:10]=[C:9]([N+:17]([O-:19])=[O:18])[CH:8]=[CH:7][C:6]=1[O:11][C:12]([F:15])([F:13])[F:14])[O:2][CH3:3].[C:1](=[O:16])([O:4][C:5]1[CH:10]=[CH:9][C:8]([N+:17]([O-:20])=[O:18])=[CH:7][C:6]=1[O:11][C:12]([F:15])([F:13])[F:14])[O:2][CH3:3]. (5) The product is: [C:5]([OH:29])(=[O:9])[CH2:4][CH2:3][CH2:50][CH2:49][C:48]([OH:51])=[O:31].[OH:51][CH2:48][C:49]([CH3:32])([CH2:8][OH:9])[CH3:50]. Given the reactants C[C@H]1C[O:29][C@@:5]2([O:9][C@H:8]3C[C@H]4[C@@H]5CC=C6C[C@@H](O)CC[C@]6(C)[C@H]5CC[C@]4(C)[C@H]3[C@@H]2C)[CH2:4][CH2:3]1.[O:31]=[C:32]=NC1CC(C)(C)CC(C)(CN=C=O)C1.C[C:48](=[O:51])[CH2:49][CH3:50], predict the reaction product. (6) Given the reactants [O:1]1[C@H:3]([CH2:4][OH:5])[C@@H:2]1[CH2:6][OH:7].C(OCC)(=O)C.[CH3:14][S:15](Cl)(=[O:17])=[O:16], predict the reaction product. The product is: [CH3:14][S:15]([O:7][CH2:6][C@H:2]1[C@@H:3]([CH2:4][O:5][S:15]([CH3:14])(=[O:17])=[O:16])[O:1]1)(=[O:17])=[O:16]. (7) Given the reactants C(OC([N:8]1[CH2:11][CH:10]([O:12][C:13]2[CH:18]=[C:17]([F:19])[CH:16]=[CH:15][C:14]=2[C:20]([N:22]2[CH2:36][C:25]3=[C:26]4[N:31]([N:32]=[C:24]3[CH2:23]2)[C:30]([CH3:33])=[C:29]([Cl:34])[C:28]([CH3:35])=[N:27]4)=[O:21])[CH2:9]1)=O)(C)(C)C.C(O)(C(F)(F)F)=O, predict the reaction product. The product is: [NH:8]1[CH2:11][CH:10]([O:12][C:13]2[CH:18]=[C:17]([F:19])[CH:16]=[CH:15][C:14]=2[C:20]([N:22]2[CH2:36][C:25]3=[C:26]4[N:31]([N:32]=[C:24]3[CH2:23]2)[C:30]([CH3:33])=[C:29]([Cl:34])[C:28]([CH3:35])=[N:27]4)=[O:21])[CH2:9]1. (8) Given the reactants [C:1]([C:5]1[CH:9]=[C:8]([CH2:10][NH2:11])[N:7]([C:12]2[CH:17]=[CH:16][CH:15]=[C:14]([Cl:18])[CH:13]=2)[N:6]=1)([CH3:4])([CH3:3])[CH3:2].[F:19][C:20]1[CH:21]=[C:22]([NH:31][C:32](=O)[O:33]C2C=CC=CC=2)[CH:23]=[CH:24][C:25]=1[O:26][CH2:27][CH2:28][O:29][CH3:30], predict the reaction product. The product is: [C:1]([C:5]1[CH:9]=[C:8]([CH2:10][NH:11][C:32]([NH:31][C:22]2[CH:23]=[CH:24][C:25]([O:26][CH2:27][CH2:28][O:29][CH3:30])=[C:20]([F:19])[CH:21]=2)=[O:33])[N:7]([C:12]2[CH:17]=[CH:16][CH:15]=[C:14]([Cl:18])[CH:13]=2)[N:6]=1)([CH3:4])([CH3:2])[CH3:3]. (9) The product is: [CH3:1][C:2]1[CH:10]=[CH:9][C:5]([C:6]([O:8][CH3:17])=[O:7])=[C:4]([OH:11])[CH:3]=1. Given the reactants [CH3:1][C:2]1[CH:10]=[CH:9][C:5]([C:6]([OH:8])=[O:7])=[C:4]([OH:11])[CH:3]=1.S(=O)(=O)(O)O.[CH3:17]O, predict the reaction product. (10) Given the reactants Br[C:2]1[CH:6]=[C:5]([Si](C)(C)C)[S:4][C:3]=1[C:11]1[S:12][C:13]([Si](C)(C)C)=[CH:14][C:15]=1Br.C([Li])CCC.Cl[Si:27](Cl)([CH2:38][CH2:39][CH2:40][CH2:41][CH2:42][CH2:43][CH2:44][CH2:45][CH2:46][CH3:47])[CH2:28][CH2:29][CH2:30][CH2:31][CH2:32][CH2:33][CH2:34][CH2:35][CH2:36][CH3:37].O, predict the reaction product. The product is: [CH2:38]([Si:27]1([CH2:28][CH2:29][CH2:30][CH2:31][CH2:32][CH2:33][CH2:34][CH2:35][CH2:36][CH3:37])[C:2]2[CH:6]=[CH:5][S:4][C:3]=2[C:11]2[S:12][CH:13]=[CH:14][C:15]1=2)[CH2:39][CH2:40][CH2:41][CH2:42][CH2:43][CH2:44][CH2:45][CH2:46][CH3:47].